This data is from Reaction yield outcomes from USPTO patents with 853,638 reactions. The task is: Predict the reaction yield, written as a fraction of the theoretical maximum amount of product (1.0 means a 100% yield; for example, 0.34 means a 34% yield). (1) The reactants are S(O)(O)(=O)=O.[CH3:6][S:7][C:8](=[NH:10])[NH2:9].CN(C)/[CH:13]=[C:14](/[C:19]([C@H:21]1[CH2:25][CH2:24][CH2:23][O:22]1)=O)\[C:15]([O:17][CH3:18])=[O:16].C([O-])(=O)C.[Na+].O. The catalyst is CN(C=O)C.CCOC(C)=O. The product is [CH3:6][S:7][C:8]1[N:9]=[C:19]([C@H:21]2[CH2:25][CH2:24][CH2:23][O:22]2)[C:14]([C:15]([O:17][CH3:18])=[O:16])=[CH:13][N:10]=1. The yield is 0.725. (2) The reactants are [C:1]([OH:22])(=[O:21])[CH2:2][CH2:3][CH2:4][CH2:5][CH2:6][CH2:7][CH2:8][CH2:9][CH2:10][CH2:11][CH2:12][CH2:13][CH2:14][CH2:15][CH2:16][CH2:17][C:18]([OH:20])=[O:19].[C:23](OC(O[C:23]([CH3:26])([CH3:25])[CH3:24])N(C)C)([CH3:26])([CH3:25])[CH3:24].O.C(Cl)Cl. The catalyst is C1(C)C=CC=CC=1. The product is [C:23]([O:19][C:18](=[O:20])[CH2:17][CH2:16][CH2:15][CH2:14][CH2:13][CH2:12][CH2:11][CH2:10][CH2:9][CH2:8][CH2:7][CH2:6][CH2:5][CH2:4][CH2:3][CH2:2][C:1]([OH:22])=[O:21])([CH3:26])([CH3:25])[CH3:24]. The yield is 0.530. (3) The reactants are [Cl:1][C:2]1[CH:7]=[CH:6][C:5]([O:8][C:9]2[CH:14]=[CH:13][C:12]([CH2:15][CH2:16][N:17]([CH3:21])[C:18]([NH2:20])=[NH:19])=[CH:11][CH:10]=2)=[CH:4][C:3]=1[C:22]([F:25])([F:24])[F:23].[CH:26]([CH:28]([CH2:33][C:34]1[CH:35]=[N:36][C:37](OC)=[N:38][CH:39]=1)[C:29](OC)=O)=[O:27]. The catalyst is CN1C(=O)CCC1. The product is [Cl:1][C:2]1[CH:7]=[CH:6][C:5]([O:8][C:9]2[CH:14]=[CH:13][C:12]([CH2:15][CH2:16][N:17]([CH3:21])[C:18]3[NH:20][CH:29]=[C:28]([CH2:33][C:34]4[CH:35]=[N:36][N:38]([CH3:37])[CH:39]=4)[C:26](=[O:27])[N:19]=3)=[CH:11][CH:10]=2)=[CH:4][C:3]=1[C:22]([F:23])([F:24])[F:25]. The yield is 0.185.